Dataset: Full USPTO retrosynthesis dataset with 1.9M reactions from patents (1976-2016). Task: Predict the reactants needed to synthesize the given product. (1) Given the product [C:17]([O:16][C:14](=[O:15])[NH:1][CH:2]1[C:3]2[C:8](=[CH:7][C:6]([CH2:12][OH:13])=[CH:5][CH:4]=2)[CH2:9][CH2:10][CH2:11]1)([CH3:20])([CH3:19])[CH3:18], predict the reactants needed to synthesize it. The reactants are: [NH2:1][CH:2]1[CH2:11][CH2:10][CH2:9][C:8]2[CH:7]=[C:6]([CH2:12][OH:13])[CH:5]=[CH:4][C:3]1=2.[C:14](O[C:14]([O:16][C:17]([CH3:20])([CH3:19])[CH3:18])=[O:15])([O:16][C:17]([CH3:20])([CH3:19])[CH3:18])=[O:15].C(N(CC)CC)C. (2) The reactants are: [F:1][C:2]1[CH:10]=[C:9]2[C:5]([C:6]([C:20]3[CH:21]=[C:22]4[C:26](=[CH:27][CH:28]=3)[NH:25][N:24]=[CH:23]4)=[CH:7][N:8]2[S:11]([C:14]2[CH:19]=[CH:18][CH:17]=[CH:16][CH:15]=2)(=[O:13])=[O:12])=[CH:4][CH:3]=1.[CH2:29]([O:31][C:32](=[O:35])[CH:33]=[CH2:34])[CH3:30].C([O-])([O-])=O.[Cs+].[Cs+].O. Given the product [F:1][C:2]1[CH:10]=[C:9]2[C:5]([C:6]([C:20]3[CH:21]=[C:22]4[C:26](=[CH:27][CH:28]=3)[N:25]([CH2:34][CH2:33][C:32]([O:31][CH2:29][CH3:30])=[O:35])[N:24]=[CH:23]4)=[CH:7][N:8]2[S:11]([C:14]2[CH:15]=[CH:16][CH:17]=[CH:18][CH:19]=2)(=[O:13])=[O:12])=[CH:4][CH:3]=1, predict the reactants needed to synthesize it. (3) Given the product [C:14]1([CH2:13][CH2:12][CH2:11][CH:10]([NH:20][C:21](=[O:39])[C@H:22]([CH2:32][C:33]2[CH:34]=[N:35][CH:36]=[CH:37][CH:38]=2)[NH:23][C:24]([CH:26]2[CH2:31][CH2:30][N:29]([CH2:42][C@@H:41]([OH:40])[CH2:43][O:44][C:45]3[CH:54]=[CH:53][CH:52]=[C:51]4[C:46]=3[CH:47]=[CH:48][CH:49]=[N:50]4)[CH2:28][CH2:27]2)=[O:25])[CH2:9][CH2:8][CH2:7][C:1]2[CH:2]=[CH:3][CH:4]=[CH:5][CH:6]=2)[CH:19]=[CH:18][CH:17]=[CH:16][CH:15]=1, predict the reactants needed to synthesize it. The reactants are: [C:1]1([CH2:7][CH2:8][CH2:9][CH:10]([NH:20][C:21](=[O:39])[C@H:22]([CH2:32][C:33]2[CH:34]=[N:35][CH:36]=[CH:37][CH:38]=2)[NH:23][C:24]([CH:26]2[CH2:31][CH2:30][NH:29][CH2:28][CH2:27]2)=[O:25])[CH2:11][CH2:12][CH2:13][C:14]2[CH:19]=[CH:18][CH:17]=[CH:16][CH:15]=2)[CH:6]=[CH:5][CH:4]=[CH:3][CH:2]=1.[O:40]1[CH2:42][C@@H:41]1[CH2:43][O:44][C:45]1[CH:54]=[CH:53][CH:52]=[C:51]2[C:46]=1[CH:47]=[CH:48][CH:49]=[N:50]2. (4) Given the product [C:20]([O:19][C:18](=[O:24])[NH:17][C:11]12[CH2:16][CH:15]1[CH2:14][N:13]([C:2]1[CH:7]=[N:6][C:5]([N+:8]([O-:10])=[O:9])=[CH:4][CH:3]=1)[CH2:12]2)([CH3:23])([CH3:21])[CH3:22], predict the reactants needed to synthesize it. The reactants are: Br[C:2]1[CH:3]=[CH:4][C:5]([N+:8]([O-:10])=[O:9])=[N:6][CH:7]=1.[C:11]12([NH:17][C:18](=[O:24])[O:19][C:20]([CH3:23])([CH3:22])[CH3:21])[CH2:16][CH:15]1[CH2:14][NH:13][CH2:12]2. (5) Given the product [OH:4][CH2:3][C:2]([CH3:8])([CH3:1])[O:9][C:10]1[C:11]([CH2:21][CH2:22][C:23]2[CH:28]=[CH:27][CH:26]=[CH:25][CH:24]=2)=[C:12]2[C:17](=[CH:18][CH:19]=1)[CH:16]([OH:20])[CH2:15][CH2:14][CH2:13]2, predict the reactants needed to synthesize it. The reactants are: [CH3:1][C:2]([O:9][C:10]1[CH:19]=[CH:18][C:17]2[C:16](=[O:20])[CH2:15][CH2:14][CH2:13][C:12]=2[C:11]=1[CH2:21][CH2:22][C:23]1[CH:28]=[CH:27][CH:26]=[CH:25][CH:24]=1)([CH3:8])[C:3](OCC)=[O:4].[H-].[Al+3].[Li+].[H-].[H-].[H-].O.[OH-].[Na+]. (6) Given the product [CH3:18][Si:17]([CH3:20])([CH3:19])[CH2:16][CH2:15][O:14][CH2:13][N:10]1[C:9]2[C:4]([NH2:1])=[CH:5][CH:6]=[CH:7][C:8]=2[N:12]=[CH:11]1, predict the reactants needed to synthesize it. The reactants are: [N+:1]([C:4]1[C:9]2[N:10]([CH2:13][O:14][CH2:15][CH2:16][Si:17]([CH3:20])([CH3:19])[CH3:18])[CH:11]=[N:12][C:8]=2[CH:7]=[CH:6][CH:5]=1)([O-])=O. (7) The reactants are: [NH2:1][C@@H:2]1[N:8]=[C:7]([C:9]2[CH:14]=[CH:13][CH:12]=[CH:11][CH:10]=2)[C:6]2[CH:15]=[CH:16][CH:17]=[CH:18][C:5]=2[N:4]([CH2:19][C:20]([F:23])([F:22])[F:21])[C:3]1=[O:24].C(N(CC)CC)C.[NH:32]1[CH2:37][CH2:36][CH:35]([NH:38][C:39]([NH:41][CH:42]([C:48]2[CH:53]=[CH:52][CH:51]=[CH:50][N:49]=2)[C:43]([O:45][CH2:46][CH3:47])=[O:44])=[O:40])[CH2:34][CH2:33]1.[O:54]1CCC[CH2:55]1. Given the product [O:24]=[C:3]1[C@H:2]([NH:1][C:55]([N:32]2[CH2:37][CH2:36][CH:35]([NH:38][C:39]([NH:41][CH:42]([C:48]3[CH:53]=[CH:52][CH:51]=[CH:50][N:49]=3)[C:43]([O:45][CH2:46][CH3:47])=[O:44])=[O:40])[CH2:34][CH2:33]2)=[O:54])[N:8]=[C:7]([C:9]2[CH:10]=[CH:11][CH:12]=[CH:13][CH:14]=2)[C:6]2[CH:15]=[CH:16][CH:17]=[CH:18][C:5]=2[N:4]1[CH2:19][C:20]([F:21])([F:23])[F:22], predict the reactants needed to synthesize it. (8) Given the product [NH2:1][C:2]1[N:7]=[C:6]([CH3:8])[C:5]([CH2:9][C:10]2[CH:11]=[C:12]([CH2:16][OH:34])[CH:13]=[CH:14][CH:15]=2)=[C:4]([NH:22][CH2:23][CH2:24][CH2:25][CH2:26][CH3:27])[N:3]=1, predict the reactants needed to synthesize it. The reactants are: [NH2:1][C:2]1[N:7]=[C:6]([CH3:8])[C:5]([CH2:9][C:10]2[CH:11]=[C:12]([CH2:16]C(OCC)=O)[CH:13]=[CH:14][CH:15]=2)=[C:4]([NH:22][CH2:23][CH2:24][CH2:25][CH2:26][CH3:27])[N:3]=1.[H-].[H-].[H-].[H-].[Li+].[Al+3].[OH-:34].[Na+].